This data is from Reaction yield outcomes from USPTO patents with 853,638 reactions. The task is: Predict the reaction yield, written as a fraction of the theoretical maximum amount of product (1.0 means a 100% yield; for example, 0.34 means a 34% yield). (1) The reactants are Cl[CH2:2][C:3]1[CH:4]=[C:5]([O:12][CH3:13])[C:6]2[O:10][CH2:9][O:8][C:7]=2[CH:11]=1.[C-:14]#[N:15].[Na+].O. The catalyst is CS(C)=O. The product is [CH3:13][O:12][C:5]1[C:6]2[O:10][CH2:9][O:8][C:7]=2[CH:11]=[C:3]([CH2:2][C:14]#[N:15])[CH:4]=1. The yield is 0.450. (2) The reactants are C[O:2][C:3](=[O:34])[C:4]1[CH:9]=C(N)[CH:7]=[C:6]([N:11]2[C:15]([CH3:16])=[CH:14][CH:13]=[C:12]2[C:17]2[CH:22]=[C:21]([Br:23])[CH:20]=[CH:19][C:18]=2[O:24][CH2:25][C:26]2[CH:31]=[CH:30][C:29]([F:32])=[CH:28][C:27]=2[F:33])[CH:5]=1.[H-].[Na+].IC.[CH3:39][N:40]([CH:42]=O)[CH3:41]. No catalyst specified. The product is [Br:23][C:21]1[CH:20]=[CH:19][C:18]([O:24][CH2:25][C:26]2[CH:31]=[CH:30][C:29]([F:32])=[CH:28][C:27]=2[F:33])=[C:17]([C:12]2[N:11]([C:6]3[CH:5]=[C:4]([CH:9]=[C:42]([N:40]([CH3:39])[CH3:41])[CH:7]=3)[C:3]([OH:34])=[O:2])[C:15]([CH3:16])=[CH:14][CH:13]=2)[CH:22]=1. The yield is 0.250. (3) The reactants are C(Cl)(=O)C(Cl)=O.[CH3:7][C:8]1[C:12]([C:13]([OH:15])=O)=[CH:11][O:10][N:9]=1.[CH3:16][O:17][C:18]1[CH:23]=[CH:22][C:21]([C:24]23[NH:38][CH2:37][CH2:36][N:25]2[C:26](=[O:35])[C:27]2[N:28]([C:30]([C:33]#[N:34])=[CH:31][CH:32]=2)[CH2:29]3)=[CH:20][CH:19]=1. The catalyst is CN(C=O)C.C(Cl)Cl.N1C=CC=CC=1.O. The product is [CH3:16][O:17][C:18]1[CH:23]=[CH:22][C:21]([C:24]23[N:38]([C:13]([C:12]4[C:8]([CH3:7])=[N:9][O:10][CH:11]=4)=[O:15])[CH2:37][CH2:36][N:25]2[C:26](=[O:35])[C:27]2[N:28]([C:30]([C:33]#[N:34])=[CH:31][CH:32]=2)[CH2:29]3)=[CH:20][CH:19]=1. The yield is 0.400. (4) The reactants are COCCN(S(F)(F)[F:11])CCOC.[C:14]([O:18][C:19]([N:21]1[CH2:26][CH2:25][CH:24](O)[CH2:23][CH2:22]1)=[O:20])([CH3:17])([CH3:16])[CH3:15].C(=O)([O-])O.[Na+].C(Cl)(Cl)Cl. The catalyst is ClCCl. The product is [C:14]([O:18][C:19]([N:21]1[CH2:26][CH2:25][CH:24]([F:11])[CH2:23][CH2:22]1)=[O:20])([CH3:17])([CH3:16])[CH3:15]. The yield is 0.440.